This data is from CYP2C19 inhibition data for predicting drug metabolism from PubChem BioAssay. The task is: Regression/Classification. Given a drug SMILES string, predict its absorption, distribution, metabolism, or excretion properties. Task type varies by dataset: regression for continuous measurements (e.g., permeability, clearance, half-life) or binary classification for categorical outcomes (e.g., BBB penetration, CYP inhibition). Dataset: cyp2c19_veith. The drug is O=C(O)/C=C\C(=O)Nc1ccc2c(c1)C(=O)c1cc(F)ccc1-2. The result is 0 (non-inhibitor).